This data is from NCI-60 drug combinations with 297,098 pairs across 59 cell lines. The task is: Regression. Given two drug SMILES strings and cell line genomic features, predict the synergy score measuring deviation from expected non-interaction effect. Drug 1: CC1C(C(CC(O1)OC2CC(CC3=C2C(=C4C(=C3O)C(=O)C5=C(C4=O)C(=CC=C5)OC)O)(C(=O)CO)O)N)O.Cl. Drug 2: CC12CCC3C(C1CCC2=O)CC(=C)C4=CC(=O)C=CC34C. Cell line: HOP-92. Synergy scores: CSS=4.00, Synergy_ZIP=1.10, Synergy_Bliss=2.85, Synergy_Loewe=2.08, Synergy_HSA=2.26.